This data is from TCR-epitope binding with 47,182 pairs between 192 epitopes and 23,139 TCRs. The task is: Binary Classification. Given a T-cell receptor sequence (or CDR3 region) and an epitope sequence, predict whether binding occurs between them. (1) The epitope is SEVGPEHSLAEY. The TCR CDR3 sequence is CASSHLDRGGTDTQYF. Result: 0 (the TCR does not bind to the epitope). (2) The TCR CDR3 sequence is CAWSEASGFTDTQYF. Result: 1 (the TCR binds to the epitope). The epitope is LLQTGIHVRVSQPSL. (3) The epitope is QVPLRPMTYK. The TCR CDR3 sequence is CASSQGGTGGLYEQYF. Result: 0 (the TCR does not bind to the epitope). (4) The epitope is VLWAHGFEL. The TCR CDR3 sequence is CASSLAPMTEPQHF. Result: 1 (the TCR binds to the epitope). (5) The epitope is KLWAQCVQL. The TCR CDR3 sequence is CASSLGDSNYNEQFF. Result: 0 (the TCR does not bind to the epitope). (6) The epitope is ATDALMTGY. The TCR CDR3 sequence is CASSPSGQLDEQFF. Result: 1 (the TCR binds to the epitope). (7) Result: 0 (the TCR does not bind to the epitope). The epitope is KTSVDCTMYI. The TCR CDR3 sequence is CASSSNRDRNTIYF. (8) The epitope is AIMTRCLAV. The TCR CDR3 sequence is CAISESTGDYQPQHF. Result: 0 (the TCR does not bind to the epitope). (9) The epitope is LLQTGIHVRVSQPSL. The TCR CDR3 sequence is CASRSPRVLNEQFF. Result: 0 (the TCR does not bind to the epitope). (10) The epitope is TEKSNIIRGW. The TCR CDR3 sequence is CSVDILDRGHGNYGYTF. Result: 1 (the TCR binds to the epitope).